This data is from Full USPTO retrosynthesis dataset with 1.9M reactions from patents (1976-2016). The task is: Predict the reactants needed to synthesize the given product. (1) Given the product [Cl:9][C:10]1[CH:11]=[CH:12][C:13](/[C:16](/[C:35]2[NH:40][C:39](=[O:41])[C:38]([C:42]3[CH:46]=[N:45][NH:44][CH:43]=3)=[CH:37][CH:36]=2)=[CH:17]\[C@H:18]2[CH2:22][CH2:21][C:20](=[O:23])[NH:19]2)=[CH:14][CH:15]=1, predict the reactants needed to synthesize it. The reactants are: C1(OC)C=CC=CC=1.[Cl:9][C:10]1[CH:15]=[CH:14][C:13](/[C:16](/[C:35]2[NH:40][C:39](=[O:41])[C:38]([C:42]3[CH:43]=[N:44][NH:45][CH:46]=3)=[CH:37][CH:36]=2)=[CH:17]\[C@H:18]2[CH2:22][CH2:21][C:20](=[O:23])[N:19]2CC2C=CC(OC)=CC=2OC)=[CH:12][CH:11]=1. (2) Given the product [Cl:1][C:2]1[CH:3]=[C:4]([CH2:30][CH2:31][C:32]([OH:34])=[O:33])[CH:5]=[CH:6][C:7]=1[O:8][C@@H:9]([C:14]1[CH:19]=[CH:18][CH:17]=[C:16]([C:20]2[CH:21]=[CH:22][C:23]([C:26]([F:28])([F:29])[F:27])=[CH:24][CH:25]=2)[N:15]=1)[CH2:10][CH2:11][CH2:12][CH3:13], predict the reactants needed to synthesize it. The reactants are: [Cl:1][C:2]1[CH:3]=[C:4](/[CH:30]=[CH:31]/[C:32]([O:34]CC)=[O:33])[CH:5]=[CH:6][C:7]=1[O:8][C@@H:9]([C:14]1[CH:19]=[CH:18][CH:17]=[C:16]([C:20]2[CH:25]=[CH:24][C:23]([C:26]([F:29])([F:28])[F:27])=[CH:22][CH:21]=2)[N:15]=1)[CH2:10][CH2:11][CH2:12][CH3:13].CO.[OH-].[Na+].Cl.